This data is from Forward reaction prediction with 1.9M reactions from USPTO patents (1976-2016). The task is: Predict the product of the given reaction. (1) Given the reactants [NH:1]1[CH2:5][CH2:4][N:3]=[C:2]1[CH2:6][CH2:7][CH2:8][C:9]1[CH:14]=[CH:13][C:12]([NH:15][C:16](=[O:25])[O:17][CH2:18][C:19]2[CH:24]=[CH:23][CH:22]=[CH:21][CH:20]=2)=[CH:11][CH:10]=1.[Mn]([O-])(=O)(=O)=O.[K+].CO, predict the reaction product. The product is: [NH:1]1[CH:5]=[CH:4][N:3]=[C:2]1[CH2:6][CH2:7][CH2:8][C:9]1[CH:10]=[CH:11][C:12]([NH:15][C:16](=[O:25])[O:17][CH2:18][C:19]2[CH:24]=[CH:23][CH:22]=[CH:21][CH:20]=2)=[CH:13][CH:14]=1. (2) Given the reactants COC1C=C2C(=CC=1)N=C(NCCC)C(CO)=C2.[CH:19]([NH:22][C:23]1[C:32]([CH2:33]O)=[CH:31][C:30]2[C:25](=[CH:26][CH:27]=[C:28]([O:35][CH3:36])[CH:29]=2)[N:24]=1)([CH3:21])[CH3:20].O=S(Cl)[Cl:39], predict the reaction product. The product is: [ClH:39].[Cl:39][CH2:33][C:32]1[C:23]([NH:22][CH:19]([CH3:21])[CH3:20])=[N:24][C:25]2[C:30]([CH:31]=1)=[CH:29][C:28]([O:35][CH3:36])=[CH:27][CH:26]=2. (3) Given the reactants [F:1][C:2]([F:12])([C:5]1[CH:10]=[CH:9][C:8]([CH3:11])=[CH:7][N:6]=1)[CH2:3][OH:4].CCN(C(C)C)C(C)C.[O:22](S(C(F)(F)F)(=O)=O)[S:23]([C:26]([F:29])([F:28])[F:27])(=O)=[O:24], predict the reaction product. The product is: [F:27][C:26]([F:29])([F:28])[S:23]([O:4][CH2:3][C:2]([F:1])([F:12])[C:5]1[CH:10]=[CH:9][C:8]([CH3:11])=[CH:7][N:6]=1)(=[O:24])=[O:22]. (4) Given the reactants C1(O[C:8](=[NH:12])[NH:9][C:10]#[N:11])C=CC=CC=1.[NH2:13][CH2:14][C:15]#[C:16][C:17]1[CH:18]=[C:19]2[C:24](=[CH:25][CH:26]=1)[N:23]=[CH:22][N:21]=[C:20]2[NH:27][C:28]1[CH:33]=[CH:32][C:31]([O:34][C:35]2[CH:36]=[N:37][C:38]([CH3:41])=[CH:39][CH:40]=2)=[C:30]([CH3:42])[CH:29]=1, predict the reaction product. The product is: [C:8]([NH:9][C:10]([NH:13][CH2:14][C:15]#[C:16][C:17]1[CH:18]=[C:19]2[C:24](=[CH:25][CH:26]=1)[N:23]=[CH:22][N:21]=[C:20]2[NH:27][C:28]1[CH:33]=[CH:32][C:31]([O:34][C:35]2[CH:36]=[N:37][C:38]([CH3:41])=[CH:39][CH:40]=2)=[C:30]([CH3:42])[CH:29]=1)=[NH:11])#[N:12]. (5) Given the reactants [CH2:1]([O:3][C:4]1[C:9]([C:10]([O:12][CH2:13][CH3:14])=[O:11])=[CH:8][N:7]=[C:6]2[N:15](CC)[N:16]=[CH:17][C:5]=12)[CH3:2].BrN1C(=O)CCC1=O, predict the reaction product. The product is: [CH2:1]([O:3][C:4]1[C:9]([C:10]([O:12][CH2:13][CH3:14])=[O:11])=[CH:8][N:7]=[C:6]2[NH:15][N:16]=[CH:17][C:5]=12)[CH3:2]. (6) Given the reactants C([O:8][C@H:9]1[C@H:15]([O:16]CC2C=CC=CC=2)[C@@H:14]([O:24]CC2C=CC=CC=2)[C@:13]2([C:33]3[CH:38]=[CH:37][C:36]([Cl:39])=[C:35]([CH2:40][C:41]4[CH:46]=[CH:45][C:44]([O:47][CH2:48][CH3:49])=[CH:43][CH:42]=4)[CH:34]=3)[O:32][C@@:10]1([C:50]1([OH:53])[CH2:52][CH2:51]1)[CH2:11][O:12]2)C1C=CC=CC=1.ClC1C=CC=CC=1Cl, predict the reaction product. The product is: [Cl:39][C:36]1[CH:37]=[CH:38][C:33]([C@@:13]23[O:32][C@@:10]([C:50]4([OH:53])[CH2:51][CH2:52]4)([CH2:11][O:12]2)[C@@H:9]([OH:8])[C@H:15]([OH:16])[C@H:14]3[OH:24])=[CH:34][C:35]=1[CH2:40][C:41]1[CH:46]=[CH:45][C:44]([O:47][CH2:48][CH3:49])=[CH:43][CH:42]=1. (7) Given the reactants C[Si](C)(C)[N-][Si](C)(C)C.[K+].[Br:11][C:12]1[CH:13]=[CH:14][C:15](F)=[N:16][CH:17]=1.[CH:19]1([C:22]#[N:23])[CH2:21][CH2:20]1.[NH4+].[Cl-], predict the reaction product. The product is: [Br:11][C:12]1[CH:13]=[CH:14][C:15]([C:19]2([C:22]#[N:23])[CH2:21][CH2:20]2)=[N:16][CH:17]=1.